Dataset: Forward reaction prediction with 1.9M reactions from USPTO patents (1976-2016). Task: Predict the product of the given reaction. (1) Given the reactants Cl.[CH3:2][N:3]1[CH2:7][CH2:6][C:5]2([CH2:12][CH2:11][NH:10][CH2:9][CH2:8]2)[C:4]1=[O:13].C(N(CC)CC)C.[F:21][C:22]([F:34])([F:33])[C:23]1[CH:24]=[C:25]([S:29](Cl)(=[O:31])=[O:30])[CH:26]=[CH:27][CH:28]=1, predict the reaction product. The product is: [CH3:2][N:3]1[CH2:7][CH2:6][C:5]2([CH2:12][CH2:11][N:10]([S:29]([C:25]3[CH:26]=[CH:27][CH:28]=[C:23]([C:22]([F:21])([F:33])[F:34])[CH:24]=3)(=[O:31])=[O:30])[CH2:9][CH2:8]2)[C:4]1=[O:13]. (2) Given the reactants [C:1]([O:5][C:6]([NH:8][CH:9]([CH2:16]OS(C)(=O)=O)[C:10]([O:12][CH:13]([CH3:15])[CH3:14])=[O:11])=[O:7])([CH3:4])([CH3:3])[CH3:2].[F:22][C:23]1[C:28]([F:29])=[CH:27][C:26]([F:30])=[CH:25][C:24]=1[CH2:31][C:32](=[O:34])[CH3:33].C([O-])([O-])=O.[Cs+].[Cs+], predict the reaction product. The product is: [C:1]([O:5][C:6]([NH:8][CH:9]([CH2:16][CH:31]([C:24]1[CH:25]=[C:26]([F:30])[CH:27]=[C:28]([F:29])[C:23]=1[F:22])[C:32](=[O:34])[CH3:33])[C:10]([O:12][CH:13]([CH3:14])[CH3:15])=[O:11])=[O:7])([CH3:2])([CH3:3])[CH3:4]. (3) Given the reactants CS(O[CH:6]([C:11]1[CH:16]=[CH:15][C:14]([O:17][C:18]([F:21])([F:20])[F:19])=[CH:13][CH:12]=1)[C:7]([F:10])([F:9])[F:8])(=O)=O.[N-:22]=[N+:23]=[N-:24].[Na+].O, predict the reaction product. The product is: [N:22]([CH:6]([C:11]1[CH:16]=[CH:15][C:14]([O:17][C:18]([F:21])([F:20])[F:19])=[CH:13][CH:12]=1)[C:7]([F:10])([F:9])[F:8])=[N+:23]=[N-:24]. (4) Given the reactants C(N(CC)CC)C.Br[CH2:9][C:10]1[CH:15]=[CH:14][N:13]=[C:12]([NH:16][C:17]([O:19][C:20]([CH3:23])([CH3:22])[CH3:21])=[O:18])[CH:11]=1.[SH:24][C:25]1[N:33]=[CH:32][CH:31]=[CH:30][C:26]=1[C:27]([OH:29])=[O:28].C(OCC)(=O)C, predict the reaction product. The product is: [C:20]([O:19][C:17]([NH:16][C:12]1[CH:11]=[C:10]([CH2:9][S:24][C:25]2[C:26]([C:27]([OH:29])=[O:28])=[CH:30][CH:31]=[CH:32][N:33]=2)[CH:15]=[CH:14][N:13]=1)=[O:18])([CH3:23])([CH3:22])[CH3:21]. (5) The product is: [Br:25][C:26]1[CH:31]=[C:30]([CH2:32][CH:17]([CH:13]2[CH2:14][CH2:15][CH2:16]2)[C:18]([O:20][C:21]([CH3:24])([CH3:23])[CH3:22])=[O:19])[CH:29]=[CH:28][C:27]=1[Cl:34]. Given the reactants C(NC(C)C)(C)C.C([Li])CCC.[CH:13]1([CH2:17][C:18]([O:20][C:21]([CH3:24])([CH3:23])[CH3:22])=[O:19])[CH2:16][CH2:15][CH2:14]1.[Br:25][C:26]1[CH:31]=[C:30]([CH2:32]Br)[CH:29]=[CH:28][C:27]=1[Cl:34].[Cl-].[NH4+], predict the reaction product. (6) The product is: [F:1][C:2]1[C:7]([F:8])=[CH:6][CH:5]=[CH:4][C:3]=1[C@@H:9]([NH2:11])[CH3:10]. Given the reactants [F:1][C:2]1[C:7]([F:8])=[CH:6][CH:5]=[CH:4][C:3]=1[C@@H:9]([NH:11][S@@](C(C)(C)C)=O)[CH3:10].Cl, predict the reaction product. (7) Given the reactants [Cl:1][C:2]1[CH:3]=[CH:4][C:5]([CH3:11])=[C:6]([CH:10]=1)[C:7]([OH:9])=[O:8].S(Cl)(Cl)=O.[CH3:16]O, predict the reaction product. The product is: [Cl:1][C:2]1[CH:3]=[CH:4][C:5]([CH3:11])=[C:6]([CH:10]=1)[C:7]([O:9][CH3:16])=[O:8].